Dataset: Forward reaction prediction with 1.9M reactions from USPTO patents (1976-2016). Task: Predict the product of the given reaction. (1) The product is: [F:30][C:31]([F:42])([F:41])[C:32]([NH:21][C@H:19]([C@H:18]([O:17][C:13]1[CH:12]=[C:11]2[C:16](=[CH:15][CH:14]=1)[N:8]([C:5]1[CH:4]=[CH:3][C:2]([F:1])=[CH:7][CH:6]=1)[N:9]=[CH:10]2)[CH2:22][O:23][C:24]1[CH:25]=[CH:26][CH:27]=[CH:28][CH:29]=1)[CH3:20])=[O:33]. Given the reactants [F:1][C:2]1[CH:7]=[CH:6][C:5]([N:8]2[C:16]3[C:11](=[CH:12][C:13]([O:17][CH:18]([CH2:22][O:23][C:24]4[CH:29]=[CH:28][CH:27]=[CH:26][CH:25]=4)[CH:19]([NH2:21])[CH3:20])=[CH:14][CH:15]=3)[CH:10]=[N:9]2)=[CH:4][CH:3]=1.[F:30][C:31]([F:42])([F:41])[C:32](O[C:32](=[O:33])[C:31]([F:42])([F:41])[F:30])=[O:33], predict the reaction product. (2) Given the reactants [OH-].[Na+].[CH3:3][O:4][C:5]1[CH:22]=[CH:21][C:8]([CH2:9][N:10]2[CH:14]=[C:13]([C:15]([O:17]CC)=[O:16])[C:12]([CH3:20])=[N:11]2)=[CH:7][CH:6]=1, predict the reaction product. The product is: [CH3:3][O:4][C:5]1[CH:6]=[CH:7][C:8]([CH2:9][N:10]2[CH:14]=[C:13]([C:15]([OH:17])=[O:16])[C:12]([CH3:20])=[N:11]2)=[CH:21][CH:22]=1. (3) Given the reactants C([CH:3]1[C:12]2[N:11]=[C:10]([NH:13][C:14]3[CH:19]=[CH:18][C:17]([OH:20])=[CH:16][CH:15]=3)[N:9]=C(C)[C:7]=2N=[C:5]([C:22]2[CH:27]=[CH:26][CH:25]=[CH:24][CH:23]=2)[C:4]1=O)C.Cl.Cl[CH2:31][CH2:32][N:33]1[CH2:38][CH2:37][CH2:36][CH2:35][CH2:34]1.[C:39]([O-])([O-])=O.[K+].[K+].[CH3:45][N:46]([CH:48]=[O:49])[CH3:47], predict the reaction product. The product is: [CH2:45]([N:46]1[C:47]2[N:9]=[C:10]([NH:13][C:14]3[CH:15]=[CH:16][C:17]([O:20][CH2:31][CH2:32][N:33]4[CH2:38][CH2:37][CH2:36][CH2:35][CH2:34]4)=[CH:18][CH:19]=3)[N:11]=[C:12]([CH3:7])[C:3]=2[CH:4]=[C:5]([C:22]2[CH:23]=[CH:24][CH:25]=[CH:26][CH:27]=2)[C:48]1=[O:49])[CH3:39]. (4) Given the reactants C[O:2][C:3]([C@H:5]1[C@:14]2([CH3:18])[C:15]([CH3:17])([CH3:16])[C@@H:7]([C:8]3[C:13]2=[N:12][N:11]=[C:10]([C:19]2[CH:24]=[CH:23][CH:22]=[CH:21][C:20]=2[F:25])[CH:9]=3)[CH2:6]1)=[O:4].[OH-].[Na+], predict the reaction product. The product is: [F:25][C:20]1[CH:21]=[CH:22][CH:23]=[CH:24][C:19]=1[C:10]1[CH:9]=[C:8]2[C:13]([C@@:14]3([CH3:18])[C:15]([CH3:17])([CH3:16])[C@@H:7]2[CH2:6][C@H:5]3[C:3]([OH:4])=[O:2])=[N:12][N:11]=1. (5) Given the reactants Cl[C:2]1[N:3]=[C:4]([N:13]2[CH2:18][CH2:17][O:16][CH2:15][CH2:14]2)[C:5]2[S:10][C:9](I)=[C:8]([CH3:12])[C:6]=2[N:7]=1.[CH3:19][S:20]([C:23]1[CH:24]=[C:25](B(O)O)[CH:26]=[CH:27][CH:28]=1)(=[O:22])=[O:21].CC1(C)C(C)(C)OB([C:40]2[CH:41]=[C:42]3[CH:48]=[CH:47][NH:46][C:43]3=[N:44][CH:45]=2)O1, predict the reaction product. The product is: [CH3:12][C:8]1[C:6]2[N:7]=[C:2]([C:40]3[CH:41]=[C:42]4[CH:48]=[CH:47][NH:46][C:43]4=[N:44][CH:45]=3)[N:3]=[C:4]([N:13]3[CH2:18][CH2:17][O:16][CH2:15][CH2:14]3)[C:5]=2[S:10][C:9]=1[C:27]1[CH:26]=[CH:25][CH:24]=[C:23]([S:20]([CH3:19])(=[O:22])=[O:21])[CH:28]=1. (6) The product is: [Br:1][C:2]1[C:31]2=[N:32][C:28]3=[CH:29][N:30]2[C:5]([N:6]2[CH2:7][CH2:8][C:9]([CH3:38])([O:10][CH2:11][CH2:12][CH2:13][CH2:14][C@H:15]([CH3:35])[O:16][C:17]4[CH:18]=[CH:19][C:20]([F:34])=[CH:21][C:22]=4[C:23]4[CH:33]=[C:27]3[CH:26]=[CH:25][CH:24]=4)[CH2:36][CH2:37]2)=[C:4]([C@H:39]([O:44][C:45]([CH3:48])([CH3:47])[CH3:46])[C:40]([OH:42])=[O:41])[C:3]=1[CH3:49]. Given the reactants [Br:1][C:2]1[C:31]2=[N:32][C:28]3=[CH:29][N:30]2[C:5]([N:6]2[CH2:37][CH2:36][C:9]([CH3:38])([O:10][CH2:11][CH2:12][CH2:13][CH2:14][C@H:15]([CH3:35])[O:16][C:17]4[CH:18]=[CH:19][C:20]([F:34])=[CH:21][C:22]=4[C:23]4[CH:33]=[C:27]3[CH:26]=[CH:25][CH:24]=4)[CH2:8][CH2:7]2)=[C:4]([C@H:39]([O:44][C:45]([CH3:48])([CH3:47])[CH3:46])[C:40]([O:42]C)=[O:41])[C:3]=1[CH3:49].C(O[C@@H](C1C(C)=CC2=NC3=CN2C=1N1CCC(C)(OCC=CC[C@H](C)OC2C=C(F)C=CC=2C2C=C3C=CC=2)CC1)C(O)=O)(C)(C)C, predict the reaction product. (7) Given the reactants [Br:1][C:2]1[C:7]([CH3:8])=[CH:6][C:5]([CH2:9][CH2:10][C:11](OCC)=[O:12])=[CH:4][C:3]=1[CH3:16].[BH4-].[Na+].O, predict the reaction product. The product is: [Br:1][C:2]1[C:7]([CH3:8])=[CH:6][C:5]([CH2:9][CH2:10][CH2:11][OH:12])=[CH:4][C:3]=1[CH3:16].